Dataset: Full USPTO retrosynthesis dataset with 1.9M reactions from patents (1976-2016). Task: Predict the reactants needed to synthesize the given product. (1) The reactants are: [C:1]([C:3]1[C:4](N2CCC(C(O)=O)CC2)=[N:5][C:6]([CH3:15])=[C:7]([C:9]([O:11][CH:12]([CH3:14])[CH3:13])=[O:10])[CH:8]=1)#[N:2].CN(C(ON1N=[N:40][C:35]2[CH:36]=[CH:37][CH:38]=[CH:39]C1=2)=[N+](C)C)C.[B-](F)(F)(F)F.CCN(C(C)C)C(C)C.[C:56]1([S:62]([NH2:65])(=[O:64])=[O:63])[CH:61]=[CH:60][CH:59]=[CH:58][CH:57]=1.[C:66]([O-])(O)=[O:67].[Na+]. Given the product [C:1]([C:3]1[CH:4]=[N:5][C:6]([CH3:15])=[C:7]([C:8]=1[N:40]1[CH2:35][CH2:36][CH:37]([C:66]([NH:65][S:62]([C:56]2[CH:61]=[CH:60][CH:59]=[CH:58][CH:57]=2)(=[O:64])=[O:63])=[O:67])[CH2:38][CH2:39]1)[C:9]([O:11][CH:12]([CH3:13])[CH3:14])=[O:10])#[N:2], predict the reactants needed to synthesize it. (2) Given the product [C:1]([O:5][C:6]([N:8]([C@@H:9]1[CH2:10][CH2:11][C@@H:12]([C:15]2[CH:20]=[CH:19][CH:18]=[C:17]([F:21])[C:16]=2[F:22])[CH2:13][N:14]([CH2:33][C:35]2[S:36][CH:37]=[CH:38][N:39]=2)[C:23]1=[O:24])[C:26]([O:28][C:29]([CH3:31])([CH3:32])[CH3:30])=[O:27])=[O:7])([CH3:3])([CH3:2])[CH3:4], predict the reactants needed to synthesize it. The reactants are: [C:1]([O:5][C:6]([N:8]([C:26]([O:28][C:29]([CH3:32])([CH3:31])[CH3:30])=[O:27])[C@@H:9]([C:23](O)=[O:24])[CH2:10][CH2:11][C@@H:12]([C:15]1[CH:20]=[CH:19][CH:18]=[C:17]([F:21])[C:16]=1[F:22])[CH2:13][NH2:14])=[O:7])([CH3:4])([CH3:3])[CH3:2].[CH:33]([C:35]1[S:36][CH:37]=[CH:38][N:39]=1)=O.C(O)(=O)C.C(O[BH-](OC(=O)C)OC(=O)C)(=O)C.[Na+].C1C=NC2N(O)N=NC=2C=1.C(N(C(C)C)CC)(C)C. (3) Given the product [CH2:1]([CH:5]1[CH2:10][CH2:9][N:8]([CH2:12][CH2:13][CH2:14][C:15]#[N:16])[CH2:7][CH2:6]1)[CH2:2][CH2:3][CH3:4], predict the reactants needed to synthesize it. The reactants are: [CH2:1]([CH:5]1[CH2:10][CH2:9][NH:8][CH2:7][CH2:6]1)[CH2:2][CH2:3][CH3:4].Br[CH2:12][CH2:13][CH2:14][C:15]#[N:16].C(=O)([O-])[O-].[K+].[K+].O. (4) Given the product [C:21]([NH:1][C:2]1[C:6]2[CH:7]=[CH:8][CH:9]=[CH:10][C:5]=2[O:4][C:3]=1[C:11]([NH2:13])=[O:12])(=[O:28])[C:22]1[CH:27]=[CH:26][CH:25]=[CH:24][CH:23]=1, predict the reactants needed to synthesize it. The reactants are: [NH2:1][C:2]1[C:6]2[CH:7]=[CH:8][CH:9]=[CH:10][C:5]=2[O:4][C:3]=1[C:11]([NH2:13])=[O:12].C(N(CC)CC)C.[C:21](Cl)(=[O:28])[C:22]1[CH:27]=[CH:26][CH:25]=[CH:24][CH:23]=1.